Task: Regression. Given a peptide amino acid sequence and an MHC pseudo amino acid sequence, predict their binding affinity value. This is MHC class I binding data.. Dataset: Peptide-MHC class I binding affinity with 185,985 pairs from IEDB/IMGT (1) The binding affinity (normalized) is 0.331. The peptide sequence is QRKRRWRR. The MHC is HLA-B27:05 with pseudo-sequence HLA-B27:05. (2) The peptide sequence is ATCVYNMMGK. The MHC is HLA-A11:01 with pseudo-sequence HLA-A11:01. The binding affinity (normalized) is 0.723. (3) The peptide sequence is APSASAFFGM. The MHC is HLA-B53:01 with pseudo-sequence HLA-B53:01. The binding affinity (normalized) is 0.231. (4) The peptide sequence is QLFSFFEEV. The MHC is HLA-A02:01 with pseudo-sequence HLA-A02:01. The binding affinity (normalized) is 0.773. (5) The peptide sequence is TPALAARGF. The MHC is HLA-B07:02 with pseudo-sequence HLA-B07:02. The binding affinity (normalized) is 0.526. (6) The peptide sequence is KAGQYVTIW. The MHC is HLA-B08:01 with pseudo-sequence HLA-B08:01. The binding affinity (normalized) is 0. (7) The peptide sequence is RRVSGCVSV. The MHC is HLA-A01:01 with pseudo-sequence HLA-A01:01. The binding affinity (normalized) is 0.0847.